From a dataset of Tyrosyl-DNA phosphodiesterase HTS with 341,365 compounds. Binary Classification. Given a drug SMILES string, predict its activity (active/inactive) in a high-throughput screening assay against a specified biological target. The molecule is FC(F)Oc1c(NC(=O)COC(=O)C)cccc1. The result is 0 (inactive).